Dataset: HIV replication inhibition screening data with 41,000+ compounds from the AIDS Antiviral Screen. Task: Binary Classification. Given a drug SMILES string, predict its activity (active/inactive) in a high-throughput screening assay against a specified biological target. (1) The compound is COC(=O)c1c(C#C[Si](C)(C)C)c(C#C[Si](C)(C)C)c(C#C[Si](C)(C)C)c(C#C[Si](C)(C)C)c1C(=O)OC. The result is 0 (inactive). (2) The drug is COc1cc2c(cc1O)C1COc3ccccc3C1O2. The result is 0 (inactive). (3) The molecule is FC(F)(F)c1cc(C2SCc3nc4ccccc4n32)cc(C(F)(F)F)c1. The result is 0 (inactive). (4) The result is 0 (inactive). The compound is Cc1ncc([N+](=O)[O-])n1CCO. (5) The drug is c1ccc(CC[PH](c2ccccc2)(c2ccccc2)c2ccccc2)cc1. The result is 0 (inactive). (6) The molecule is C=C1C(=O)CC23CCCC12CC(OCOC)C3. The result is 0 (inactive). (7) The compound is C=CCSc1nn(CC=C)cc2ncnc1-2. The result is 0 (inactive). (8) The molecule is N#CC1=C2SCCN2C(=O)C(C#N)C12CCCCC2. The result is 0 (inactive). (9) The compound is C(=C(c1ccccc1)c1ccccc1)N1CCOCC1. The result is 0 (inactive). (10) The molecule is C1CCN2CC3CC(CN4CCCCC34)C2C1.O=S(=O)(O)O. The result is 0 (inactive).